Dataset: Full USPTO retrosynthesis dataset with 1.9M reactions from patents (1976-2016). Task: Predict the reactants needed to synthesize the given product. (1) Given the product [Br:1][C:2]1[CH:7]=[CH:6][C:5]([F:8])=[C:4]2[C:3]=1[CH:12]=[CH:13][NH:9]2, predict the reactants needed to synthesize it. The reactants are: [Br:1][C:2]1[CH:7]=[CH:6][C:5]([F:8])=[C:4]([N+:9]([O-])=O)[CH:3]=1.[CH:12]([Mg]Br)=[CH2:13]. (2) Given the product [CH:1]1([N:4]([CH2:5][C:6]2[CH:7]=[CH:8][C:9]([C:12]([N:14]3[CH2:20][C:19]4([CH3:22])[CH2:21][CH:15]3[CH2:16][C:17]([CH3:24])([CH3:23])[CH2:18]4)=[O:13])=[CH:10][CH:11]=2)[S:27]([C:26]([F:39])([F:38])[F:25])(=[O:29])=[O:28])[CH2:2][CH2:3]1, predict the reactants needed to synthesize it. The reactants are: [CH:1]1([NH:4][CH2:5][C:6]2[CH:11]=[CH:10][C:9]([C:12]([N:14]3[CH2:20][C:19]4([CH3:22])[CH2:21][CH:15]3[CH2:16][C:17]([CH3:24])([CH3:23])[CH2:18]4)=[O:13])=[CH:8][CH:7]=2)[CH2:3][CH2:2]1.[F:25][C:26]([F:39])([F:38])[S:27](O[S:27]([C:26]([F:39])([F:38])[F:25])(=[O:29])=[O:28])(=[O:29])=[O:28]. (3) Given the product [CH2:1]([O:3][C:4]([C:6]1[N:7]([CH3:14])[CH:8]=[C:9]([NH:11][C:45]([C:22]2[N:21]([CH3:20])[CH:25]=[C:24]([NH:26][C:27]([O:29][CH2:30][CH2:31][S:32]([C:35]3[CH:40]=[CH:39][C:38]([C:41]([F:44])([F:42])[F:43])=[CH:37][CH:36]=3)(=[O:33])=[O:34])=[O:28])[N:23]=2)=[O:46])[N:10]=1)=[O:5])[CH3:2], predict the reactants needed to synthesize it. The reactants are: [CH2:1]([O:3][C:4]([C:6]1[N:7]([CH3:14])[CH:8]=[C:9]([N+:11]([O-])=O)[N:10]=1)=[O:5])[CH3:2].N1C=CN=C1.[CH3:20][N:21]1[CH:25]=[C:24]([NH:26][C:27]([O:29][CH2:30][CH2:31][S:32]([C:35]2[CH:40]=[CH:39][C:38]([C:41]([F:44])([F:43])[F:42])=[CH:37][CH:36]=2)(=[O:34])=[O:33])=[O:28])[N:23]=[C:22]1[C:45](O)=[O:46].CN(C(F)=[N+](C)C)C.F[P-](F)(F)(F)(F)F.C1C=CC2N(O)N=NC=2C=1.CCN(C(C)C)C(C)C. (4) The reactants are: S(Cl)([Cl:3])=O.[CH:5]([C:8]1[N:9]=[C:10]([CH2:13]O)[NH:11][CH:12]=1)([CH3:7])[CH3:6]. Given the product [Cl:3][CH2:13][C:10]1[NH:11][CH:12]=[C:8]([CH:5]([CH3:7])[CH3:6])[N:9]=1, predict the reactants needed to synthesize it. (5) The reactants are: [CH3:1][O:2][CH2:3][CH:4]([N:8]1[C:17]2[C:12](=[CH:13][C:14](I)=[CH:15][CH:16]=2)[C:11](=[O:19])[C:10]([C:20]([O:22][CH2:23][CH3:24])=[O:21])=[CH:9]1)[CH2:5][O:6][CH3:7].[CH2:25]([NH:27][C:28](=[O:48])[NH:29][C:30]1[N:35]=[CH:34][C:33](B(O)O)=[C:32]([C:39]2[S:40][CH:41]=[C:42]([C:44]([F:47])([F:46])[F:45])[N:43]=2)[CH:31]=1)[CH3:26].C(=O)(O)[O-].[Na+]. Given the product [CH3:1][O:2][CH2:3][CH:4]([N:8]1[C:17]2[C:12](=[CH:13][C:14]([C:33]3[CH:34]=[N:35][C:30]([NH:29][C:28]([NH:27][CH2:25][CH3:26])=[O:48])=[CH:31][C:32]=3[C:39]3[S:40][CH:41]=[C:42]([C:44]([F:47])([F:45])[F:46])[N:43]=3)=[CH:15][CH:16]=2)[C:11](=[O:19])[C:10]([C:20]([O:22][CH2:23][CH3:24])=[O:21])=[CH:9]1)[CH2:5][O:6][CH3:7], predict the reactants needed to synthesize it. (6) Given the product [OH:1][C:2]1[C:7]2[S:8][CH:9]=[CH:10][C:6]=2[CH:5]=[C:4]([C:11]([NH2:15])=[O:13])[CH:3]=1, predict the reactants needed to synthesize it. The reactants are: [OH:1][C:2]1[C:7]2[S:8][CH:9]=[CH:10][C:6]=2[CH:5]=[C:4]([C:11]([OH:13])=O)[CH:3]=1.O.[NH3:15]. (7) Given the product [O:11]1[C:12]2[CH:18]=[CH:17][CH:16]=[CH:15][C:13]=2[N:14]=[C:10]1[NH:6][C:5]1[CH:7]=[CH:8][C:2]([Br:1])=[CH:3][CH:4]=1, predict the reactants needed to synthesize it. The reactants are: [Br:1][C:2]1[CH:8]=[CH:7][C:5]([NH2:6])=[CH:4][CH:3]=1.Cl[C:10]1[O:11][C:12]2[CH:18]=[CH:17][CH:16]=[CH:15][C:13]=2[N:14]=1. (8) Given the product [NH2:1][C:2]1[N:7]=[C:6]([C:8]([F:11])([F:9])[F:10])[C:5]([CH2:12][OH:13])=[CH:4][N:3]=1, predict the reactants needed to synthesize it. The reactants are: [NH2:1][C:2]1[N:7]=[C:6]([C:8]([F:11])([F:10])[F:9])[C:5]([C:12](O)=[O:13])=[CH:4][N:3]=1.CN1CCOCC1.ClC(OCC(C)C)=O. (9) Given the product [F:17][CH2:18][CH2:19][N:20]1[C:2]2[CH2:7][CH2:6][CH2:5][CH:4]([C:8]([N:10]3[CH2:15][CH2:14][CH2:13][CH2:12][CH2:11]3)=[O:9])[C:3]=2[C:26]2[C:21]1=[CH:22][CH:23]=[CH:24][CH:25]=2, predict the reactants needed to synthesize it. The reactants are: Br[CH:2]1[CH2:7][CH2:6][CH2:5][CH:4]([C:8]([N:10]2[CH2:15][CH2:14][CH2:13][CH2:12][CH2:11]2)=[O:9])[C:3]1=O.[F:17][CH2:18][CH2:19][NH:20][C:21]1[CH:26]=[CH:25][CH:24]=[CH:23][CH:22]=1.